Predict the product of the given reaction. From a dataset of Forward reaction prediction with 1.9M reactions from USPTO patents (1976-2016). (1) Given the reactants Br[C:2]1[CH:14]=[CH:13][CH:12]=[C:11]([CH3:15])[C:3]=1[O:4][CH:5]1[CH2:10][CH2:9][CH2:8][CH2:7][O:6]1.CC1(C)C(C)(C)OB([C:24]2[CH:41]=[CH:40][C:27]([O:28][CH2:29][C:30]3[CH:39]=[CH:38][C:37]4[C:32](=[CH:33][CH:34]=[CH:35][CH:36]=4)[N:31]=3)=[CH:26][CH:25]=2)O1.C([O-])([O-])=O.[Na+].[Na+], predict the reaction product. The product is: [CH3:15][C:11]1[C:3]([O:4][CH:5]2[CH2:10][CH2:9][CH2:8][CH2:7][O:6]2)=[C:2]([C:24]2[CH:25]=[CH:26][C:27]([O:28][CH2:29][C:30]3[CH:39]=[CH:38][C:37]4[C:32](=[CH:33][CH:34]=[CH:35][CH:36]=4)[N:31]=3)=[CH:40][CH:41]=2)[CH:14]=[CH:13][CH:12]=1. (2) Given the reactants F[C:2]1[CH:3]=[N:4][CH:5]=[CH:6][C:7]=1[C:8]1[O:9][C:10]2[CH:16]=[CH:15][C:14]([C:17]([F:20])([F:19])[F:18])=[CH:13][C:11]=2[N:12]=1.[C:21]1([OH:27])[CH:26]=[CH:25][CH:24]=[CH:23][CH:22]=1.C(=O)([O-])[O-].[K+].[K+].CN(C=O)C, predict the reaction product. The product is: [O:27]([C:2]1[CH:3]=[N:4][CH:5]=[CH:6][C:7]=1[C:8]1[O:9][C:10]2[CH:16]=[CH:15][C:14]([C:17]([F:20])([F:19])[F:18])=[CH:13][C:11]=2[N:12]=1)[C:21]1[CH:26]=[CH:25][CH:24]=[CH:23][CH:22]=1.